From a dataset of Peptide-MHC class II binding affinity with 134,281 pairs from IEDB. Regression. Given a peptide amino acid sequence and an MHC pseudo amino acid sequence, predict their binding affinity value. This is MHC class II binding data. (1) The peptide sequence is DKPFQNVNRITYGAC. The MHC is DRB1_1302 with pseudo-sequence DRB1_1302. The binding affinity (normalized) is 0.293. (2) The peptide sequence is KPHRLTNKGICSCGA. The MHC is DRB1_0101 with pseudo-sequence DRB1_0101. The binding affinity (normalized) is 0.210.